Dataset: Forward reaction prediction with 1.9M reactions from USPTO patents (1976-2016). Task: Predict the product of the given reaction. Given the reactants [CH2:1]([Mg]Br)[CH2:2][CH2:3][CH2:4][CH2:5][CH2:6][CH2:7][CH2:8][CH2:9][CH3:10].Br[C:14]1[C:18](Br)=[CH:17][S:16][CH:15]=1.O, predict the reaction product. The product is: [CH2:1]([C:14]1[C:18]([CH2:1][CH2:2][CH2:3][CH2:4][CH2:5][CH2:6][CH2:7][CH2:8][CH2:9][CH3:10])=[CH:17][S:16][CH:15]=1)[CH2:2][CH2:3][CH2:4][CH2:5][CH2:6][CH2:7][CH2:8][CH2:9][CH3:10].